Predict which catalyst facilitates the given reaction. From a dataset of Catalyst prediction with 721,799 reactions and 888 catalyst types from USPTO. (1) Reactant: C[O:2][C:3](=[O:31])[CH2:4][C:5]1[CH:10]=[C:9]([O:11][C:12]2[CH:13]=[C:14]([C:18]3[CH:23]=[CH:22][C:21]([C:24]([F:27])([F:26])[F:25])=[CH:20][CH:19]=3)[CH:15]=[CH:16][CH:17]=2)[CH:8]=[C:7]([O:28][CH2:29][CH3:30])[CH:6]=1.O1CCCC1.[OH-].[Li+].Cl. Product: [CH2:29]([O:28][C:7]1[CH:6]=[C:5]([CH2:4][C:3]([OH:31])=[O:2])[CH:10]=[C:9]([O:11][C:12]2[CH:13]=[C:14]([C:18]3[CH:23]=[CH:22][C:21]([C:24]([F:25])([F:27])[F:26])=[CH:20][CH:19]=3)[CH:15]=[CH:16][CH:17]=2)[CH:8]=1)[CH3:30]. The catalyst class is: 6. (2) The catalyst class is: 2. Product: [NH2:7][CH:8]([CH:9]([CH3:11])[CH3:10])[C:12]([N:14]1[CH2:18][CH2:17][CH:16]2[N:19]([C:32]3[N:37]=[CH:36][CH:35]=[CH:34][N:33]=3)[CH2:20][CH:21]([C:22]3[C:30]4[C:25](=[CH:26][C:27]([F:31])=[CH:28][CH:29]=4)[NH:24][CH:23]=3)[CH:15]12)=[O:13]. Reactant: C(OC(=O)[NH:7][CH:8]([C:12]([N:14]1[CH2:18][CH2:17][CH:16]2[N:19]([C:32]3[N:37]=[CH:36][CH:35]=[CH:34][N:33]=3)[CH2:20][CH:21]([C:22]3[C:30]4[C:25](=[CH:26][C:27]([F:31])=[CH:28][CH:29]=4)[NH:24][CH:23]=3)[CH:15]12)=[O:13])[CH:9]([CH3:11])[CH3:10])(C)(C)C.C(O)(C(F)(F)F)=O.